This data is from Forward reaction prediction with 1.9M reactions from USPTO patents (1976-2016). The task is: Predict the product of the given reaction. (1) Given the reactants [CH2:1]([O:3][CH:4]([O:7][CH2:8][CH3:9])[CH2:5][NH2:6])[CH3:2].C(N(CC)CC)C.[Br:17][C:18]1[CH:26]=[CH:25][C:21]([C:22](Cl)=[O:23])=[CH:20][CH:19]=1, predict the reaction product. The product is: [Br:17][C:18]1[CH:26]=[CH:25][C:21]([C:22]([NH:6][CH2:5][CH:4]([O:7][CH2:8][CH3:9])[O:3][CH2:1][CH3:2])=[O:23])=[CH:20][CH:19]=1. (2) Given the reactants [I:1][C:2]1[CH:3]=[C:4]([C:8]2[O:12][N:11]=[C:10]([CH2:13][OH:14])[CH:9]=2)[CH:5]=[CH:6][CH:7]=1.[Cr](Cl)([O-])(=O)=O.[NH+]1C=CC=CC=1, predict the reaction product. The product is: [I:1][C:2]1[CH:3]=[C:4]([C:8]2[O:12][N:11]=[C:10]([CH:13]=[O:14])[CH:9]=2)[CH:5]=[CH:6][CH:7]=1. (3) The product is: [F:20][C:19]([F:22])([F:21])[C:35]([OH:36])=[O:38].[Cl:1][C:2]1[CH:7]=[CH:6][C:5]([N:8]2[C:12]3[C:13]([C:19]([F:21])([F:20])[F:22])=[CH:14][C:15]([C:17]([NH2:18])=[O:36])=[CH:16][C:11]=3[N:10]([CH2:26][CH2:27][N:28]([CH2:31][CH3:32])[CH2:29][CH3:30])[C:9]2=[O:23])=[CH:4][CH:3]=1. Given the reactants [Cl:1][C:2]1[CH:7]=[CH:6][C:5]([N:8]2[C:12]3[C:13]([C:19]([F:22])([F:21])[F:20])=[CH:14][C:15]([C:17]#[N:18])=[CH:16][C:11]=3[NH:10][C:9]2=[O:23])=[CH:4][CH:3]=1.[H-].[Na+].[CH3:26][CH2:27][N:28]([CH2:31][CH2:32]Cl)[CH2:29][CH3:30].Cl.[C:35](=[O:38])(O)[O-:36].[Na+], predict the reaction product. (4) Given the reactants [Na+:1].[OH:2][C:3]1[C:12]2[C:7](=[CH:8][CH:9]=[CH:10][CH:11]=2)[C:6]([S:13]([O-:16])(=[O:15])=[O:14])=[CH:5][CH:4]=1.[OH-].[Na+].[CH2:19](Br)[C:20]1[CH:25]=[CH:24][CH:23]=[CH:22][CH:21]=1, predict the reaction product. The product is: [CH2:19]([O:2][C:3]1[C:12]2[C:7](=[CH:8][CH:9]=[CH:10][CH:11]=2)[C:6]([S:13]([O-:16])(=[O:14])=[O:15])=[CH:5][CH:4]=1)[C:20]1[CH:25]=[CH:24][CH:23]=[CH:22][CH:21]=1.[Na+:1]. (5) Given the reactants Br[C:2]1[C:3]([CH3:19])=[C:4]([CH:8]([OH:18])[CH2:9][CH2:10][NH:11][C:12](=[O:17])[C:13]([F:16])([F:15])[F:14])[CH:5]=[CH:6][CH:7]=1.[C:20]([C:22]([OH:29])([CH2:26][CH2:27][CH3:28])[CH2:23][CH2:24][CH3:25])#[CH:21], predict the reaction product. The product is: [F:14][C:13]([F:16])([F:15])[C:12]([NH:11][CH2:10][CH2:9][CH:8]([OH:18])[C:4]1[CH:5]=[C:6]([C:21]#[C:20][C:22]([OH:29])([CH2:26][CH2:27][CH3:28])[CH2:23][CH2:24][CH3:25])[CH:7]=[CH:2][C:3]=1[CH3:19])=[O:17]. (6) Given the reactants Br[CH:2]1[C:15]2[C:10](=[CH:11][CH:12]=[CH:13][C:14]=2[Cl:16])[C:9](=[O:17])[C:8]2[C:7]([Cl:18])=[CH:6][CH:5]=[CH:4][C:3]1=2.C(=O)([O-])[O-].[Ca+2].[CH2:24]([OH:27])[CH2:25][CH3:26].O, predict the reaction product. The product is: [CH2:24]([O:27][CH:2]1[C:15]2[C:10](=[CH:11][CH:12]=[CH:13][C:14]=2[Cl:16])[C:9](=[O:17])[C:8]2[C:7]([Cl:18])=[CH:6][CH:5]=[CH:4][C:3]1=2)[CH2:25][CH3:26]. (7) Given the reactants Cl.[Cl:2][C:3]1[CH:11]=[CH:10][C:9]([Cl:12])=[C:8]2[C:4]=1[C:5]([CH2:14][CH2:15][NH2:16])=[C:6]([CH3:13])[NH:7]2.[CH3:17][O:18][C:19]1[CH:20]=[C:21]([CH:25]=[CH:26][C:27]=1[O:28][CH3:29])[C:22](Cl)=[O:23], predict the reaction product. The product is: [Cl:2][C:3]1[CH:11]=[CH:10][C:9]([Cl:12])=[C:8]2[C:4]=1[C:5]([CH2:14][CH2:15][NH:16][C:22](=[O:23])[C:21]1[CH:25]=[CH:26][C:27]([O:28][CH3:29])=[C:19]([O:18][CH3:17])[CH:20]=1)=[C:6]([CH3:13])[NH:7]2. (8) Given the reactants [C:1]([O:5][C:6]([N:8]([CH2:16][C:17]1[CH:18]=[C:19]([CH:23]2[CH2:28][CH2:27][NH:26][CH2:25][CH2:24]2)[CH:20]=[CH:21][CH:22]=1)[C:9]([O:11][C:12]([CH3:15])([CH3:14])[CH3:13])=[O:10])=[O:7])([CH3:4])([CH3:3])[CH3:2].[C:29]([O:33][C:34]([NH:36][C:37]1[CH:38]=[N:39][CH:40]=[C:41]([CH:45]=1)[C:42](O)=[O:43])=[O:35])([CH3:32])([CH3:31])[CH3:30].ON1C2N=CC=CC=2N=N1.Cl.CN(C)CCCN=C=NCC.N1C=CC=CC=1, predict the reaction product. The product is: [C:29]([O:33][C:34](=[O:35])[NH:36][C:37]1[CH:38]=[N:39][CH:40]=[C:41]([C:42]([N:26]2[CH2:25][CH2:24][CH:23]([C:19]3[CH:20]=[CH:21][CH:22]=[C:17]([CH2:16][N:8]([C:6]([O:5][C:1]([CH3:2])([CH3:3])[CH3:4])=[O:7])[C:9]([O:11][C:12]([CH3:15])([CH3:14])[CH3:13])=[O:10])[CH:18]=3)[CH2:28][CH2:27]2)=[O:43])[CH:45]=1)([CH3:32])([CH3:30])[CH3:31].